Dataset: Forward reaction prediction with 1.9M reactions from USPTO patents (1976-2016). Task: Predict the product of the given reaction. (1) Given the reactants [CH2:1]([O:8][C:9]1[CH:14]=[CH:13][C:12]([C:15]2[C:20]([CH2:21][CH2:22][CH2:23][CH3:24])=[N:19][NH:18][C:17](=O)[CH:16]=2)=[CH:11][CH:10]=1)[C:2]1[CH:7]=[CH:6][CH:5]=[CH:4][CH:3]=1.O=P(Cl)(Cl)[Cl:28], predict the reaction product. The product is: [CH2:1]([O:8][C:9]1[CH:14]=[CH:13][C:12]([C:15]2[CH:16]=[C:17]([Cl:28])[N:18]=[N:19][C:20]=2[CH2:21][CH2:22][CH2:23][CH3:24])=[CH:11][CH:10]=1)[C:2]1[CH:7]=[CH:6][CH:5]=[CH:4][CH:3]=1. (2) Given the reactants Br[C:2]1[CH:7]=[C:6]([Cl:8])[CH:5]=[CH:4][C:3]=1[CH:9]([NH:11][C:12]1[CH:17]=[CH:16][C:15]([C:18]2[CH:23]=[CH:22][C:21]([F:24])=[CH:20][CH:19]=2)=[CH:14][CH:13]=1)[CH3:10].CC1(C)C(C)(C)OB([C:33]2[CH:34]=[CH:35][C:36]([C:39]([NH:41][CH2:42][CH2:43][C:44]([O:46][CH2:47][CH3:48])=[O:45])=[O:40])=[N:37][CH:38]=2)O1.C([O-])([O-])=O.[K+].[K+].O, predict the reaction product. The product is: [Cl:8][C:6]1[CH:5]=[CH:4][C:3]([CH:9]([NH:11][C:12]2[CH:17]=[CH:16][C:15]([C:18]3[CH:23]=[CH:22][C:21]([F:24])=[CH:20][CH:19]=3)=[CH:14][CH:13]=2)[CH3:10])=[C:2]([C:33]2[CH:34]=[CH:35][C:36]([C:39]([NH:41][CH2:42][CH2:43][C:44]([O:46][CH2:47][CH3:48])=[O:45])=[O:40])=[N:37][CH:38]=2)[CH:7]=1. (3) Given the reactants [CH2:1]([C:3]1[CH:18]=[CH:17][C:6]([O:7][C:8]2[CH:13]=[CH:12][C:11]([N+:14]([O-:16])=[O:15])=[CH:10][N:9]=2)=[CH:5][CH:4]=1)[CH3:2].C1C(=O)N([Br:26])C(=O)C1.C(OOC(=O)C1C=CC=CC=1)(=O)C1C=CC=CC=1, predict the reaction product. The product is: [Br:26][CH:1]([C:3]1[CH:18]=[CH:17][C:6]([O:7][C:8]2[CH:13]=[CH:12][C:11]([N+:14]([O-:16])=[O:15])=[CH:10][N:9]=2)=[CH:5][CH:4]=1)[CH3:2].